Task: Binary Classification. Given a T-cell receptor sequence (or CDR3 region) and an epitope sequence, predict whether binding occurs between them.. Dataset: TCR-epitope binding with 47,182 pairs between 192 epitopes and 23,139 TCRs (1) The epitope is LQPFPQPELPYPQPQ. The TCR CDR3 sequence is CSASGVEIEQYF. Result: 0 (the TCR does not bind to the epitope). (2) The epitope is HTTDPSFLGRY. The TCR CDR3 sequence is CSVENRVNYGYTF. Result: 1 (the TCR binds to the epitope). (3) The epitope is IPIQASLPF. The TCR CDR3 sequence is CASSLFAESNSPLHF. Result: 1 (the TCR binds to the epitope).